From a dataset of NCI-60 drug combinations with 297,098 pairs across 59 cell lines. Regression. Given two drug SMILES strings and cell line genomic features, predict the synergy score measuring deviation from expected non-interaction effect. (1) Drug 1: CNC(=O)C1=NC=CC(=C1)OC2=CC=C(C=C2)NC(=O)NC3=CC(=C(C=C3)Cl)C(F)(F)F. Drug 2: CC1C(C(CC(O1)OC2CC(CC3=C2C(=C4C(=C3O)C(=O)C5=CC=CC=C5C4=O)O)(C(=O)C)O)N)O. Cell line: OVCAR3. Synergy scores: CSS=46.4, Synergy_ZIP=-6.67, Synergy_Bliss=-2.60, Synergy_Loewe=-16.6, Synergy_HSA=-3.22. (2) Cell line: ACHN. Drug 2: CC(C)(C#N)C1=CC(=CC(=C1)CN2C=NC=N2)C(C)(C)C#N. Synergy scores: CSS=34.6, Synergy_ZIP=-3.52, Synergy_Bliss=-8.74, Synergy_Loewe=-26.0, Synergy_HSA=-7.80. Drug 1: C1=CC(=C2C(=C1NCCNCCO)C(=O)C3=C(C=CC(=C3C2=O)O)O)NCCNCCO. (3) Drug 1: CC1C(C(CC(O1)OC2CC(CC3=C2C(=C4C(=C3O)C(=O)C5=C(C4=O)C(=CC=C5)OC)O)(C(=O)CO)O)N)O.Cl. Drug 2: C1C(C(OC1N2C=NC(=NC2=O)N)CO)O. Cell line: SW-620. Synergy scores: CSS=19.0, Synergy_ZIP=-0.963, Synergy_Bliss=2.05, Synergy_Loewe=3.20, Synergy_HSA=7.04. (4) Cell line: SK-MEL-2. Drug 1: C1=CC(=CC=C1CCCC(=O)O)N(CCCl)CCCl. Synergy scores: CSS=2.34, Synergy_ZIP=1.68, Synergy_Bliss=8.26, Synergy_Loewe=0.363, Synergy_HSA=2.95. Drug 2: CC1=C(N=C(N=C1N)C(CC(=O)N)NCC(C(=O)N)N)C(=O)NC(C(C2=CN=CN2)OC3C(C(C(C(O3)CO)O)O)OC4C(C(C(C(O4)CO)O)OC(=O)N)O)C(=O)NC(C)C(C(C)C(=O)NC(C(C)O)C(=O)NCCC5=NC(=CS5)C6=NC(=CS6)C(=O)NCCC[S+](C)C)O. (5) Synergy scores: CSS=11.6, Synergy_ZIP=-4.22, Synergy_Bliss=0.761, Synergy_Loewe=-5.74, Synergy_HSA=2.61. Drug 1: C1CC(=O)NC(=O)C1N2CC3=C(C2=O)C=CC=C3N. Drug 2: C1C(C(OC1N2C=NC(=NC2=O)N)CO)O. Cell line: RXF 393. (6) Drug 2: CCC1(C2=C(COC1=O)C(=O)N3CC4=CC5=C(C=CC(=C5CN(C)C)O)N=C4C3=C2)O.Cl. Drug 1: C1=CC(=CC=C1CCC2=CNC3=C2C(=O)NC(=N3)N)C(=O)NC(CCC(=O)O)C(=O)O. Cell line: SNB-75. Synergy scores: CSS=27.8, Synergy_ZIP=-4.99, Synergy_Bliss=-3.62, Synergy_Loewe=-0.898, Synergy_HSA=-0.459.